From a dataset of Full USPTO retrosynthesis dataset with 1.9M reactions from patents (1976-2016). Predict the reactants needed to synthesize the given product. (1) Given the product [CH3:7][O:8][C:9]1[CH:10]=[C:11]([NH:12][C:24]([C:23]2[C:22]([C:16]3[CH:21]=[CH:20][CH:19]=[CH:18][CH:17]=3)=[CH:30][CH:29]=[CH:28][CH:27]=2)=[O:25])[CH:13]=[CH:14][CH:15]=1, predict the reactants needed to synthesize it. The reactants are: N1C=CC=CC=1.[CH3:7][O:8][C:9]1[CH:10]=[C:11]([CH:13]=[CH:14][CH:15]=1)[NH2:12].[C:16]1([C:22]2[CH:30]=[CH:29][CH:28]=[CH:27][C:23]=2[C:24](Cl)=[O:25])[CH:21]=[CH:20][CH:19]=[CH:18][CH:17]=1.Cl. (2) Given the product [NH2:13][CH2:12][CH:11]([CH3:21])[CH2:10][NH:9][C:7](=[O:8])[C:6]1[CH:22]=[CH:23][C:3]([C:1]#[N:2])=[CH:4][CH:5]=1, predict the reactants needed to synthesize it. The reactants are: [C:1]([C:3]1[CH:23]=[CH:22][C:6]([C:7]([NH:9][CH2:10][CH:11]([CH3:21])[CH2:12][NH:13]C(=O)OC(C)(C)C)=[O:8])=[CH:5][CH:4]=1)#[N:2].C(O)(C(F)(F)F)=O. (3) The reactants are: [H-].[Na+].[CH2:3]([C:7]1[C:11]([CH2:12][OH:13])=[C:10](/[CH:14]=[CH:15]/[C:16]2[CH:21]=[CH:20][CH:19]=[CH:18][CH:17]=2)[O:9][N:8]=1)[CH2:4][CH2:5][CH3:6].Br[C:23]1[CH:32]=[CH:31][C:26]([C:27]([O:29][CH3:30])=[O:28])=[CH:25][N:24]=1. Given the product [CH3:30][O:29][C:27](=[O:28])[C:26]1[CH:31]=[CH:32][C:23]([O:13][CH2:12][C:11]2[C:7]([CH2:3][CH2:4][CH2:5][CH3:6])=[N:8][O:9][C:10]=2/[CH:14]=[CH:15]/[C:16]2[CH:21]=[CH:20][CH:19]=[CH:18][CH:17]=2)=[N:24][CH:25]=1, predict the reactants needed to synthesize it. (4) Given the product [N:9]1[C:10]2[C:15](=[CH:14][CH:13]=[CH:12][CH:11]=2)[CH:16]=[C:7]([CH:6]([N:43]2[C:44]3[C:40](=[CH:39][C:38]([O:37][CH2:36][CH2:35][C:32]4[CH:31]=[CH:30][C:29]5[CH2:28][CH2:27][CH2:26][NH:25][C:34]=5[N:33]=4)=[CH:46][CH:45]=3)[CH:41]=[CH:42]2)[CH2:5][C:4]([OH:3])=[O:17])[CH:8]=1, predict the reactants needed to synthesize it. The reactants are: C([O:3][C:4](=[O:17])[C:5]#[C:6][C:7]1[CH:8]=[N:9][C:10]2[C:15]([CH:16]=1)=[CH:14][CH:13]=[CH:12][CH:11]=2)C.C(OC([N:25]1[C:34]2[C:29](=[CH:30][CH:31]=[C:32]([CH2:35][CH2:36][O:37][C:38]3[CH:39]=[C:40]4[C:44](=[CH:45][CH:46]=3)[NH:43][CH:42]=[CH:41]4)[N:33]=2)[CH2:28][CH2:27][CH2:26]1)=O)(C)(C)C. (5) Given the product [C:9]1([S:11]([OH:14])(=[O:13])=[O:12])[C:10]2[C:5](=[CH:4][CH:3]=[CH:2][CH:1]=2)[CH:6]=[CH:7][CH:8]=1.[CH2:16]=[O:17], predict the reactants needed to synthesize it. The reactants are: [CH:1]1[C:10]2[C:5](=[CH:6][CH:7]=[CH:8][CH:9]=2)[CH:4]=[CH:3][CH:2]=1.[S:11](=O)(=[O:14])([OH:13])[OH:12].[CH2:16]=[O:17].[OH-].[Ca+2].[OH-]. (6) The reactants are: Cl.[F:2][C:3]1[CH:8]=[CH:7][C:6]([N:9]2[C:18]3[C:13](=[CH:14][C:15]([O:19][CH:20]4[CH2:25][CH2:24][NH:23][CH2:22][CH2:21]4)=[CH:16][CH:17]=3)[CH2:12][CH2:11][C:10]2=[O:26])=[CH:5][CH:4]=1.C(=O)([O-])[O-].[K+].[K+].I[CH:34]([CH3:36])[CH3:35]. Given the product [F:2][C:3]1[CH:8]=[CH:7][C:6]([N:9]2[C:18]3[C:13](=[CH:14][C:15]([O:19][CH:20]4[CH2:21][CH2:22][N:23]([CH:34]([CH3:36])[CH3:35])[CH2:24][CH2:25]4)=[CH:16][CH:17]=3)[CH2:12][CH2:11][C:10]2=[O:26])=[CH:5][CH:4]=1, predict the reactants needed to synthesize it. (7) Given the product [CH3:1][N:2]1[C:6]2=[CH:7][CH:8]=[C:9]3[C:14]([N:13]=[C:12]([C:15]4[CH:16]=[CH:17][C:18]([NH:19][S:36]([CH3:35])(=[O:38])=[O:37])=[CH:20][CH:21]=4)[N:11]=[C:10]3[N:22]3[CH2:27][CH2:26][O:25][CH2:24][CH2:23]3)=[C:5]2[CH:4]=[CH:3]1, predict the reactants needed to synthesize it. The reactants are: [CH3:1][N:2]1[C:6]2=[CH:7][CH:8]=[C:9]3[C:14]([N:13]=[C:12]([C:15]4[CH:21]=[CH:20][C:18]([NH2:19])=[CH:17][CH:16]=4)[N:11]=[C:10]3[N:22]3[CH2:27][CH2:26][O:25][CH2:24][CH2:23]3)=[C:5]2[CH:4]=[CH:3]1.CCN(CC)CC.[CH3:35][S:36](Cl)(=[O:38])=[O:37]. (8) Given the product [F:1][C:2]1[CH:12]=[CH:11][CH:10]=[CH:9][C:3]=1[CH:4]=[CH:5][C:6]([NH:28][CH:15]([C:16]1[CH:21]=[CH:20][CH:19]=[C:18]([N:22]2[CH2:23][CH2:24][O:25][CH2:26][CH2:27]2)[CH:17]=1)[C:14]([F:13])([F:30])[F:29])=[O:8], predict the reactants needed to synthesize it. The reactants are: [F:1][C:2]1[CH:12]=[CH:11][CH:10]=[CH:9][C:3]=1[CH:4]=[CH:5][C:6]([OH:8])=O.[F:13][C:14]([F:30])([F:29])[CH:15]([NH2:28])[C:16]1[CH:21]=[CH:20][CH:19]=[C:18]([N:22]2[CH2:27][CH2:26][O:25][CH2:24][CH2:23]2)[CH:17]=1.CCN=C=NCCCN(C)C.Cl.CCN(CC)CC. (9) The reactants are: [Cl:1][C:2]1[CH:7]=[C:6]([CH2:8][NH:9][C:10]([NH2:26])=[N:11][C:12](=[O:25])[CH2:13][C:14]2[C:22]3[C:17](=[CH:18][CH:19]=[C:20](OC)[CH:21]=3)[NH:16][CH:15]=2)[CH:5]=[C:4]([Cl:27])[C:3]=1NC(=O)C.[F:32]C1C=C2C(=CC=1)NC=C2CC(O)=O.COC1C=C2C(=CC=1)NC=C2CC(N(C(SC)=N)C(=O)OC(C)(C)C)=O.ClN(Cl)CC1C=CC=CC=1. Given the product [Cl:1][C:2]1[CH:7]=[C:6]([CH:5]=[C:4]([Cl:27])[CH:3]=1)[CH2:8][NH:9][C:10]([NH:11][C:12](=[O:25])[CH2:13][C:14]1[C:22]2[C:17](=[CH:18][CH:19]=[C:20]([F:32])[CH:21]=2)[NH:16][CH:15]=1)=[NH:26], predict the reactants needed to synthesize it.